From a dataset of Reaction yield outcomes from USPTO patents with 853,638 reactions. Predict the reaction yield, written as a fraction of the theoretical maximum amount of product (1.0 means a 100% yield; for example, 0.34 means a 34% yield). (1) The reactants are [H-].[Al+3].[Li+].[H-].[H-].[H-].[CH2:7]([O:18][C:19]1[CH:20]=[C:21]([CH:26]=[CH:27][CH:28]=1)[C:22](OC)=[O:23])[CH2:8][CH2:9]/[CH:10]=[CH:11]\[CH2:12][CH2:13][CH2:14][CH2:15][CH2:16][CH3:17]. The catalyst is CCOCC.O. The product is [CH2:7]([O:18][C:19]1[CH:20]=[C:21]([CH:26]=[CH:27][CH:28]=1)[CH2:22][OH:23])[CH2:8][CH2:9]/[CH:10]=[CH:11]\[CH2:12][CH2:13][CH2:14][CH2:15][CH2:16][CH3:17]. The yield is 0.990. (2) The reactants are [N:1]1[CH:6]=[CH:5][CH:4]=[C:3]([C:7]2[N:11]3[CH:12]=[CH:13][CH:14]=[CH:15][C:10]3=[N:9][C:8]=2[CH:16]=O)[CH:2]=1.[CH3:18][NH:19][C@@H:20]1[C:29]2[N:28]=[CH:27][CH:26]=[CH:25][C:24]=2[CH2:23][CH2:22][CH2:21]1.CN(CC1N=C2C=CC=CN2C=1C1C=CN=CC=1)[C@@H]1C2N=CC=CC=2CCC1. No catalyst specified. The product is [CH3:18][N:19]([CH2:16][C:8]1[N:9]=[C:10]2[CH:15]=[CH:14][CH:13]=[CH:12][N:11]2[C:7]=1[C:3]1[CH:2]=[N:1][CH:6]=[CH:5][CH:4]=1)[C@@H:20]1[C:29]2[N:28]=[CH:27][CH:26]=[CH:25][C:24]=2[CH2:23][CH2:22][CH2:21]1. The yield is 0.710. (3) The reactants are [ClH:1].O1CCOCC1.C([NH:15][CH2:16][C:17](=[O:31])[CH2:18][CH2:19][C:20]([O:22][CH2:23][C:24]([O:26]C(C)(C)C)=[O:25])=[O:21])(OC(C)(C)C)=O. No catalyst specified. The product is [ClH:1].[NH2:15][CH2:16][C:17](=[O:31])[CH2:18][CH2:19][C:20]([O:22][CH2:23][C:24]([OH:26])=[O:25])=[O:21]. The yield is 0.960. (4) The reactants are [CH:1]1(/[CH:6]=[CH:7]/[CH:8]=[O:9])[CH2:5][CH2:4][CH2:3][CH2:2]1.C(Cl)(Cl)Cl.[C:14]([O:20][CH2:21][N:22]1[C:26]2[N:27]=[CH:28][N:29]=[C:30]([C:31]3[CH:32]=[N:33][NH:34][CH:35]=3)[C:25]=2[CH:24]=[CH:23]1)(=[O:19])[C:15]([CH3:18])([CH3:17])[CH3:16]. The catalyst is [N+](C1C=CC(C(O)=O)=CC=1)([O-])=O. The product is [C:14]([O:20][CH2:21][N:22]1[C:26]2[N:27]=[CH:28][N:29]=[C:30]([C:31]3[CH:32]=[N:33][N:34]([C@@H:6]([CH:1]4[CH2:5][CH2:4][CH2:3][CH2:2]4)[CH2:7][CH:8]=[O:9])[CH:35]=3)[C:25]=2[CH:24]=[CH:23]1)(=[O:19])[C:15]([CH3:18])([CH3:17])[CH3:16]. The yield is 0.800. (5) The reactants are [NH2:1][C:2]1[CH:10]=[C:9]([Cl:11])[CH:8]=[C:7]([Cl:12])[C:3]=1[C:4](O)=[O:5].Cl.C[N:15](C)CCCN=C=NCC.ON1C2C=CC=CC=2N=N1.CN1CCOCC1.[OH-].[NH4+]. The catalyst is C1COCC1. The product is [NH2:1][C:2]1[CH:10]=[C:9]([Cl:11])[CH:8]=[C:7]([Cl:12])[C:3]=1[C:4]([NH2:15])=[O:5]. The yield is 0.820. (6) The reactants are [CH2:1](N(C(C)C)C(C)C)C.C[C:11]1[O:12][C:13](=[O:28])[C:14](=[CH:16][C:17]2[CH:22]=[CH:21][C:20]([O:23][C:24]([F:27])([F:26])[F:25])=[CH:19][CH:18]=2)[N:15]=1.[CH3:29][OH:30]. The catalyst is [C].[Pd]. The product is [C:29]([NH:15][CH:14]([CH2:16][C:17]1[CH:22]=[CH:21][C:20]([O:23][C:24]([F:25])([F:26])[F:27])=[CH:19][CH:18]=1)[C:13]([O:12][CH3:11])=[O:28])(=[O:30])[CH3:1]. The yield is 0.810. (7) The reactants are [CH2:1]([O:3][C:4](=[O:18])[CH2:5][CH2:6][C:7]1[C:15]2[O:14][CH2:13][C:12]([CH3:17])([CH3:16])[C:11]=2[CH:10]=[CH:9][CH:8]=1)[CH3:2].[Br:19]Br. The catalyst is C(O)C. The product is [CH2:1]([O:3][C:4](=[O:18])[CH2:5][CH2:6][C:7]1[C:15]2[O:14][CH2:13][C:12]([CH3:17])([CH3:16])[C:11]=2[CH:10]=[C:9]([Br:19])[CH:8]=1)[CH3:2]. The yield is 0.930. (8) The reactants are [Cl:1][C:2]1[C:3]([F:31])=[C:4]([CH:8]2[C:12]([C:15]3[CH:20]=[CH:19][C:18]([Cl:21])=[CH:17][C:16]=3[F:22])([C:13]#[N:14])[CH:11]([CH2:23][C:24]([CH3:27])([CH3:26])[CH3:25])[NH:10][CH:9]2[C:28](N)=[O:29])[CH:5]=[CH:6][CH:7]=1.CC[N:34](C(C)C)C(C)C.C1(P(Cl)(C2C=CC=CC=2)=O)C=CC=CC=1.N[C:57]1[CH:66]=[CH:65][C:60]([C:61]([O:63][CH3:64])=[O:62])=[CH:59][C:58]=1[O:67][CH3:68]. The catalyst is C(Cl)Cl. The product is [CH3:64][O:63][C:61](=[O:62])[C:60]1[CH:65]=[CH:66][C:57]([C:28]([C@H:9]2[C@H:8]([C:4]3[CH:5]=[CH:6][CH:7]=[C:2]([Cl:1])[C:3]=3[F:31])[C@:12]([C:15]3[CH:20]=[CH:19][C:18]([Cl:21])=[CH:17][C:16]=3[F:22])([C:13]#[N:14])[C@H:11]([CH2:23][C:24]([CH3:26])([CH3:25])[CH3:27])[NH:10]2)=[O:29])=[C:58]([O:67][CH3:68])[C:59]=1[NH2:34]. The yield is 0.764.